Dataset: HIV replication inhibition screening data with 41,000+ compounds from the AIDS Antiviral Screen. Task: Binary Classification. Given a drug SMILES string, predict its activity (active/inactive) in a high-throughput screening assay against a specified biological target. (1) The drug is C[Si](C)(C=C(Br)CCOC1CCCCO1)c1ccccc1. The result is 0 (inactive). (2) The molecule is CSS(=O)(=O)C(c1ccccc1)c1ccccc1. The result is 0 (inactive). (3) The molecule is CCOC(=O)c1no[n+]([O-])c1C(=O)OCC. The result is 0 (inactive). (4) The molecule is COc1ccc(C(=O)Cc2nc3n[nH]c(=N)n3nc2CC(=O)c2ccc(OC)cc2)cc1. The result is 0 (inactive). (5) The drug is NC(CC(=O)N=CNO)C(=O)O. The result is 0 (inactive).